This data is from Reaction yield outcomes from USPTO patents with 853,638 reactions. The task is: Predict the reaction yield, written as a fraction of the theoretical maximum amount of product (1.0 means a 100% yield; for example, 0.34 means a 34% yield). (1) The reactants are S(=O)(=O)(O)[OH:2].[CH3:6][O:7][C:8]1[CH:13]=[CH:12][CH:11]=[C:10]([N+:14]([O-:16])=[O:15])[C:9]=1[CH2:17][C:18]#N.[CH2:20]([OH:22])[CH3:21]. No catalyst specified. The product is [CH3:6][O:7][C:8]1[CH:13]=[CH:12][CH:11]=[C:10]([N+:14]([O-:16])=[O:15])[C:9]=1[CH2:17][C:18]([O:22][CH2:20][CH3:21])=[O:2]. The yield is 0.720. (2) The yield is 0.0600. The catalyst is CC([O-])=O.CC([O-])=O.[Pd+2].CN(C=O)C. The reactants are [CH2:1]([O:8][C:9](=[O:27])/[CH:10]=[C:11](/[NH:16][C:17]1[CH:22]=[CH:21][C:20]([CH2:23][CH2:24][OH:25])=[CH:19][C:18]=1I)\[C:12]([F:15])([F:14])[F:13])[C:2]1[CH:7]=[CH:6][CH:5]=[CH:4][CH:3]=1.C(N(CC)CC)C. The product is [CH2:1]([O:8][C:9]([C:10]1[C:22]2[C:17](=[CH:18][CH:19]=[C:20]([CH2:23][CH2:24][OH:25])[CH:21]=2)[NH:16][C:11]=1[C:12]([F:15])([F:14])[F:13])=[O:27])[C:2]1[CH:7]=[CH:6][CH:5]=[CH:4][CH:3]=1. (3) The reactants are O[CH:2]1[N:7]2[N:8]=[CH:9][C:10]([C:11]3[CH:16]=[CH:15][CH:14]=[CH:13][CH:12]=3)=[C:6]2[NH:5][C:4]([CH3:17])=[C:3]1[CH2:18][C:19]([O:21][CH3:22])=[O:20].O=P(Cl)(Cl)[Cl:25]. No catalyst specified. The product is [Cl:25][C:2]1[N:7]2[N:8]=[CH:9][C:10]([C:11]3[CH:16]=[CH:15][CH:14]=[CH:13][CH:12]=3)=[C:6]2[N:5]=[C:4]([CH3:17])[C:3]=1[CH2:18][C:19]([O:21][CH3:22])=[O:20]. The yield is 0.900.